Dataset: Peptide-MHC class II binding affinity with 134,281 pairs from IEDB. Task: Regression. Given a peptide amino acid sequence and an MHC pseudo amino acid sequence, predict their binding affinity value. This is MHC class II binding data. The peptide sequence is YDKFLENVSTVLTGK. The MHC is DRB1_1001 with pseudo-sequence DRB1_1001. The binding affinity (normalized) is 0.738.